From a dataset of Catalyst prediction with 721,799 reactions and 888 catalyst types from USPTO. Predict which catalyst facilitates the given reaction. Reactant: [Cl:1][C:2]1[CH:7]=[C:6]([Cl:8])[CH:5]=[CH:4][C:3]=1[S:9]([N:12]([CH2:14][C:15]1[O:19][CH:18]=[C:17]([C:20](O)=[O:21])[CH:16]=1)[CH3:13])(=[O:11])=[O:10].C1N=CN(C(N2C=NC=C2)=O)C=1.[NH:35]1[CH2:39][CH2:38][N:37]=[C:36]1[C:40]1[CH:45]=[CH:44][C:43]([CH2:46][CH2:47][NH:48][CH3:49])=[CH:42][CH:41]=1.Cl. Product: [Cl:1][C:2]1[CH:7]=[C:6]([Cl:8])[CH:5]=[CH:4][C:3]=1[S:9]([N:12]([CH2:14][C:15]1[O:19][CH:18]=[C:17]([C:20]([N:48]([CH2:47][CH2:46][C:43]2[CH:42]=[CH:41][C:40]([C:36]3[NH:37][CH2:38][CH2:39][N:35]=3)=[CH:45][CH:44]=2)[CH3:49])=[O:21])[CH:16]=1)[CH3:13])(=[O:10])=[O:11]. The catalyst class is: 26.